From a dataset of Reaction yield outcomes from USPTO patents with 853,638 reactions. Predict the reaction yield, written as a fraction of the theoretical maximum amount of product (1.0 means a 100% yield; for example, 0.34 means a 34% yield). (1) The reactants are [Cl:1][C:2]1[C:3]([O:12][C:13]2[CH:18]=[C:17]([O:19][CH2:20][CH2:21][O:22][CH3:23])[CH:16]=[CH:15][C:14]=2[CH2:24][CH2:25][CH2:26][OH:27])=[N:4][CH:5]=[C:6]([C:8]([F:11])([F:10])[F:9])[CH:7]=1.Cl[S:29]([N:32]=[C:33]=[O:34])(=[O:31])=[O:30].[C:35]1([CH2:41][CH2:42][NH2:43])[CH:40]=[CH:39][CH:38]=[CH:37][CH:36]=1.Cl. The catalyst is ClCCl.C(OCC)(=O)C.N1C=CC=CC=1. The product is [C:35]1([CH2:41][CH2:42][NH:43][S:29]([NH:32][C:33](=[O:34])[O:27][CH2:26][CH2:25][CH2:24][C:14]2[CH:15]=[CH:16][C:17]([O:19][CH2:20][CH2:21][O:22][CH3:23])=[CH:18][C:13]=2[O:12][C:3]2[C:2]([Cl:1])=[CH:7][C:6]([C:8]([F:9])([F:11])[F:10])=[CH:5][N:4]=2)(=[O:31])=[O:30])[CH:40]=[CH:39][CH:38]=[CH:37][CH:36]=1. The yield is 0.760. (2) The yield is 0.480. The product is [Cl:30][C:31]1[CH:32]=[C:33]([CH:37]=[CH:38][CH:39]=1)[C:34]([N:11]1[CH2:12][CH2:13][C:8]2[NH:7][C:6]3[N:1]=[CH:2][CH:3]=[C:4]([NH:14][C:15]4[CH:16]=[CH:17][C:18]([NH:21][C:22](=[O:29])[C:23]5[CH:24]=[CH:25][CH:26]=[CH:27][CH:28]=5)=[CH:19][CH:20]=4)[C:5]=3[C:9]=2[CH2:10]1)=[O:35]. The catalyst is ClCCCl. The reactants are [N:1]1[C:6]2[NH:7][C:8]3[CH2:13][CH2:12][NH:11][CH2:10][C:9]=3[C:5]=2[C:4]([NH:14][C:15]2[CH:20]=[CH:19][C:18]([NH:21][C:22](=[O:29])[C:23]3[CH:28]=[CH:27][CH:26]=[CH:25][CH:24]=3)=[CH:17][CH:16]=2)=[CH:3][CH:2]=1.[Cl:30][C:31]1[CH:32]=[C:33]([CH:37]=[CH:38][CH:39]=1)[C:34](Cl)=[O:35].C(N(CC)CC)C. (3) The reactants are [Cl:1][C:2]1[CH:3]=[C:4]([CH3:33])[C:5]([CH2:8][N:9]([CH2:16][C:17]2[C:22]([C:23]([C:26]3[CH:31]=[CH:30][C:29]([F:32])=[CH:28][CH:27]=3)([CH3:25])[CH3:24])=[CH:21][CH:20]=[CH:19][N:18]=2)[CH:10]2[CH2:15][CH2:14][NH:13][CH2:12][CH2:11]2)=[N:6][CH:7]=1.[O:34]([C:41]([NH:43][OH:44])=O)C1C=CC=CC=1. The catalyst is C1COCC1. The product is [OH:44][NH:43][C:41]([N:13]1[CH2:14][CH2:15][CH:10]([N:9]([CH2:8][C:5]2[C:4]([CH3:33])=[CH:3][C:2]([Cl:1])=[CH:7][N:6]=2)[CH2:16][C:17]2[C:22]([C:23]([C:26]3[CH:31]=[CH:30][C:29]([F:32])=[CH:28][CH:27]=3)([CH3:25])[CH3:24])=[CH:21][CH:20]=[CH:19][N:18]=2)[CH2:11][CH2:12]1)=[O:34]. The yield is 0.450. (4) The reactants are [C:1]([C:5]1[CH:6]=[C:7]([C:16]2[CH:17]=[C:18]([C:24]3[CH:29]=[CH:28][C:27]([C:30]([O:32][CH2:33][CH3:34])=[O:31])=[CH:26][CH:25]=3)[CH:19]=[CH:20][C:21]=2[CH:22]=[CH2:23])[CH:8]=[CH:9][C:10]=1[N:11]([CH2:14][CH3:15])[CH2:12][CH3:13])([CH3:4])([CH3:3])[CH3:2].B12CC(CCC1)CC[CH2:36]2.[OH-:44].[Na+].OO. The catalyst is C1COCC1. The product is [C:1]([C:5]1[CH:6]=[C:7]([C:16]2[CH:17]=[C:18]([C:24]3[CH:29]=[CH:28][C:27]([C:30]([O:32][CH2:33][CH3:34])=[O:31])=[CH:26][CH:25]=3)[CH:19]=[CH:20][C:21]=2[CH2:22][CH2:23][CH2:36][OH:44])[CH:8]=[CH:9][C:10]=1[N:11]([CH2:14][CH3:15])[CH2:12][CH3:13])([CH3:3])([CH3:4])[CH3:2]. The yield is 0.750. (5) The reactants are [C:1]([O:4][CH2:5][CH2:6][C:7]1[C:8]([NH:14][C:15]2[CH:19]=[C:18]([CH:20]3[CH2:22][CH2:21]3)[NH:17][N:16]=2)=[N:9][C:10](Br)=[N:11][CH:12]=1)(=[O:3])[CH3:2].[C:23]([NH:27][S:28]([C:31]1[S:32][C:33](B2OC(C)(C)C(C)(C)O2)=[CH:34][CH:35]=1)(=[O:30])=[O:29])([CH3:26])([CH3:25])[CH3:24].C([O-])([O-])=O.[K+].[K+].O1CCOCC1. The catalyst is C1C=CC(P(C2C=CC=CC=2)[C-]2C=CC=C2)=CC=1.C1C=CC(P(C2C=CC=CC=2)[C-]2C=CC=C2)=CC=1.Cl[Pd]Cl.[Fe+2].O. The product is [C:1]([O:4][CH2:5][CH2:6][C:7]1[C:8]([NH:14][C:15]2[CH:19]=[C:18]([CH:20]3[CH2:22][CH2:21]3)[NH:17][N:16]=2)=[N:9][C:10]([C:33]2[S:32][C:31]([S:28](=[O:30])(=[O:29])[NH:27][C:23]([CH3:24])([CH3:25])[CH3:26])=[CH:35][CH:34]=2)=[N:11][CH:12]=1)(=[O:3])[CH3:2]. The yield is 0.600. (6) The reactants are [F:1][C:2]([F:12])([F:11])[C:3]1[CH:8]=[CH:7][C:6]([N+:9]#[C-:10])=[CH:5][CH:4]=1.[C:13]([O:17][C:18]([N:20]1[CH2:25][CH2:24][C:23]2[N:26]([CH3:44])[C:27]([C:37]3[CH:42]=[CH:41][N:40]=[C:39]([NH2:43])[N:38]=3)=[C:28]([CH2:29][C:30]3[CH:35]=[CH:34][CH:33]=[C:32]([NH2:36])[CH:31]=3)[C:22]=2[C:21]1=[O:45])=[O:19])([CH3:16])([CH3:15])[CH3:14].CC([O:50]C)(C)C. The catalyst is C(Cl)Cl. The product is [C:13]([O:17][C:18]([N:20]1[CH2:25][CH2:24][C:23]2[N:26]([CH3:44])[C:27]([C:37]3[CH:42]=[CH:41][N:40]=[C:39]([NH2:43])[N:38]=3)=[C:28]([CH2:29][C:30]3[CH:35]=[CH:34][CH:33]=[C:32]([NH:36][C:10]([NH:9][C:6]4[CH:5]=[CH:4][C:3]([C:2]([F:11])([F:12])[F:1])=[CH:8][CH:7]=4)=[O:50])[CH:31]=3)[C:22]=2[C:21]1=[O:45])=[O:19])([CH3:15])([CH3:16])[CH3:14]. The yield is 0.930. (7) The reactants are [Br:1][C:2]1[CH:3]=[CH:4][C:5](F)=[N:6][CH:7]=1.[N+:9]([C:12]1[N:13]=[C:14]2[N:19]([CH:20]=1)[CH2:18][CH2:17][CH:16]([CH2:21][OH:22])[O:15]2)([O-:11])=[O:10].[H-].[Na+].C(=O)=O.CC(C)=O. The catalyst is CN(C=O)C. The product is [Br:1][C:2]1[CH:3]=[CH:4][C:5]([O:22][CH2:21][CH:16]2[O:15][C:14]3=[N:13][C:12]([N+:9]([O-:11])=[O:10])=[CH:20][N:19]3[CH2:18][CH2:17]2)=[N:6][CH:7]=1. The yield is 0.870. (8) The reactants are [CH2:1]([N:4]([CH2:12][C:13]([C:15]1[S:19][N:18]=[CH:17][CH:16]=1)=O)[C:5](=[O:11])[O:6][C:7]([CH3:10])([CH3:9])[CH3:8])[CH:2]=[CH2:3].[CH3:20][O:21][C:22]1[CH:27]=[CH:26][C:25]([CH2:28][NH:29][OH:30])=[CH:24][CH:23]=1.C(N(C(C)C)CC)(C)C.C(O)(=O)CC(CC(O)=O)(C(O)=O)O. The catalyst is C1(C)C=CC=CC=1.C(OCC)(=O)C.O. The product is [S:19]1[C:15]([C:13]23[CH2:12][N:4]([C:5]([O:6][C:7]([CH3:10])([CH3:9])[CH3:8])=[O:11])[CH2:1][CH:2]2[CH2:3][O:30][N:29]3[CH2:28][C:25]2[CH:26]=[CH:27][C:22]([O:21][CH3:20])=[CH:23][CH:24]=2)=[CH:16][CH:17]=[N:18]1. The yield is 0.822.